Dataset: Forward reaction prediction with 1.9M reactions from USPTO patents (1976-2016). Task: Predict the product of the given reaction. Given the reactants [CH:1]1([OH:6])[CH2:5][CH:4]=[CH:3][CH2:2]1.N1C=CN=C1.[C:12]([Si:16](Cl)([CH3:18])[CH3:17])([CH3:15])([CH3:14])[CH3:13], predict the reaction product. The product is: [C:12]([Si:16]([O:6][CH:1]1[CH2:5][CH:4]=[CH:3][CH2:2]1)([CH3:18])[CH3:17])([CH3:15])([CH3:14])[CH3:13].